From a dataset of Reaction yield outcomes from USPTO patents with 853,638 reactions. Predict the reaction yield, written as a fraction of the theoretical maximum amount of product (1.0 means a 100% yield; for example, 0.34 means a 34% yield). (1) The reactants are [S:1]1[CH:5]=[CH:4][CH:3]=[C:2]1[C:6]([OH:8])=O.CCN(C(C)C)C(C)C.F[P-](F)(F)(F)(F)F.N1(OC(N(C)C)=[N+](C)C)C2N=CC=CC=2N=N1.[CH3:42][O:43][C:44]1[CH:45]=[C:46]([NH:50][C:51]2[CH:56]=[C:55]([N:57]([CH3:59])[CH3:58])[N:54]=[C:53]([N:60]3[CH2:65][CH2:64][NH:63][CH2:62][CH2:61]3)[N:52]=2)[CH:47]=[CH:48][CH:49]=1.C([O-])(O)=O.[Na+]. The catalyst is CN(C=O)C. The product is [CH3:42][O:43][C:44]1[CH:45]=[C:46]([NH:50][C:51]2[CH:56]=[C:55]([N:57]([CH3:59])[CH3:58])[N:54]=[C:53]([N:60]3[CH2:65][CH2:64][N:63]([C:6]([C:2]4[S:1][CH:5]=[CH:4][CH:3]=4)=[O:8])[CH2:62][CH2:61]3)[N:52]=2)[CH:47]=[CH:48][CH:49]=1. The yield is 0.570. (2) The reactants are [NH2:1][C:2]1[CH:3]=[C:4]2[C:8](=[CH:9][CH:10]=1)[NH:7][C:6]([C:11]([CH3:22])([CH3:21])[CH2:12][NH:13][C:14](=[O:20])[O:15][C:16]([CH3:19])([CH3:18])[CH3:17])=[CH:5]2.[O:23]1[C:27]2[CH:28]=[C:29]([C:32]3([C:35](O)=[O:36])[CH2:34][CH2:33]3)[CH:30]=[CH:31][C:26]=2[O:25][CH2:24]1.C(Cl)CCl.C1C=CC2N(O)N=NC=2C=1.CCN(CC)CC. The catalyst is CN(C=O)C.O. The product is [O:25]1[C:26]2[CH:31]=[CH:30][C:29]([C:32]3([C:35]([NH:1][C:2]4[CH:3]=[C:4]5[C:8](=[CH:9][CH:10]=4)[NH:7][C:6]([C:11]([CH3:22])([CH3:21])[CH2:12][NH:13][C:14](=[O:20])[O:15][C:16]([CH3:17])([CH3:19])[CH3:18])=[CH:5]5)=[O:36])[CH2:33][CH2:34]3)=[CH:28][C:27]=2[O:23][CH2:24]1. The yield is 0.940.